Dataset: Catalyst prediction with 721,799 reactions and 888 catalyst types from USPTO. Task: Predict which catalyst facilitates the given reaction. (1) Reactant: [CH3:1][O:2][C:3]1[CH:4]=[C:5]([CH:29]=[C:30]([O:34][CH3:35])[C:31]=1[O:32][CH3:33])[C:6]([N:8]1[CH2:13][CH2:12][CH2:11][C:10]([C:21]2[CH:26]=[CH:25][C:24]([Cl:27])=[C:23]([Cl:28])[CH:22]=2)([CH2:14][CH2:15]OS(C)(=O)=O)[CH2:9]1)=[O:7].[CH2:36]([O:38][CH2:39][CH2:40][N:41]1[C:45]2[CH:46]=[CH:47][CH:48]=[CH:49][C:44]=2[N:43]=[C:42]1[N:50]1[CH2:56][CH2:55][CH2:54][NH:53][CH2:52][CH2:51]1)[CH3:37].C(N(CC)C(C)C)(C)C.CO. Product: [CH3:1][O:2][C:3]1[CH:4]=[C:5]([CH:29]=[C:30]([O:34][CH3:35])[C:31]=1[O:32][CH3:33])[C:6]([N:8]1[CH2:13][CH2:12][CH2:11][C:10]([CH2:14][CH2:15][N:53]2[CH2:54][CH2:55][CH2:56][N:50]([C:42]3[N:41]([CH2:40][CH2:39][O:38][CH2:36][CH3:37])[C:45]4[CH:46]=[CH:47][CH:48]=[CH:49][C:44]=4[N:43]=3)[CH2:51][CH2:52]2)([C:21]2[CH:26]=[CH:25][C:24]([Cl:27])=[C:23]([Cl:28])[CH:22]=2)[CH2:9]1)=[O:7]. The catalyst class is: 10. (2) Reactant: C[O:2][C:3]1[CH:8]=[CH:7][C:6]([C:9]2[N:10]([CH3:24])[C:11](=[O:23])[N:12]([CH3:22])[C:13]=2[C:14]2[CH:19]=[CH:18][C:17]([O:20][CH3:21])=[CH:16][CH:15]=2)=[CH:5][CH:4]=1.B(Br)(Br)Br. Product: [OH:2][C:3]1[CH:4]=[CH:5][C:6]([C:9]2[N:10]([CH3:24])[C:11](=[O:23])[N:12]([CH3:22])[C:13]=2[C:14]2[CH:19]=[CH:18][C:17]([O:20][CH3:21])=[CH:16][CH:15]=2)=[CH:7][CH:8]=1. The catalyst class is: 2. (3) Reactant: [CH2:1]([O:8][C:9]1[CH:10]=[C:11]2[C:15](=[CH:16][CH:17]=1)[NH:14][C:13]([C:18]([O:20][CH2:21][CH3:22])=[O:19])=[CH:12]2)[C:2]1[CH:7]=[CH:6][CH:5]=[CH:4][CH:3]=1.CI.[C:25](=O)([O-])[O-].[K+].[K+]. Product: [CH2:1]([O:8][C:9]1[CH:10]=[C:11]2[C:15](=[CH:16][CH:17]=1)[N:14]([CH3:25])[C:13]([C:18]([O:20][CH2:21][CH3:22])=[O:19])=[CH:12]2)[C:2]1[CH:3]=[CH:4][CH:5]=[CH:6][CH:7]=1. The catalyst class is: 9.